Dataset: Peptide-MHC class II binding affinity with 134,281 pairs from IEDB. Task: Regression. Given a peptide amino acid sequence and an MHC pseudo amino acid sequence, predict their binding affinity value. This is MHC class II binding data. (1) The peptide sequence is PDEYVEQVAQYKALP. The MHC is DRB1_1201 with pseudo-sequence DRB1_1201. The binding affinity (normalized) is 0.148. (2) The peptide sequence is GELFIVDKIDAAFKI. The MHC is DRB4_0101 with pseudo-sequence DRB4_0103. The binding affinity (normalized) is 0.633.